Dataset: TCR-epitope binding with 47,182 pairs between 192 epitopes and 23,139 TCRs. Task: Binary Classification. Given a T-cell receptor sequence (or CDR3 region) and an epitope sequence, predict whether binding occurs between them. The epitope is TLDSKTQSL. The TCR CDR3 sequence is CAISDHDRVRRTEAFF. Result: 1 (the TCR binds to the epitope).